From a dataset of Catalyst prediction with 721,799 reactions and 888 catalyst types from USPTO. Predict which catalyst facilitates the given reaction. (1) Reactant: N.C1(C[NH2:9])CCCCC1.[O:10]=[C:11]1[C:19]2([CH2:23][O:22][C:21]3[CH:24]=[C:25]4[C:29](=[CH:30][C:20]2=3)[CH2:28][CH2:27][O:26]4)[C:18]2[C:13](=[CH:14][CH:15]=[CH:16][CH:17]=2)[N:12]1[CH2:31][C:32]1[CH:40]=[CH:39][C:35]([C:36]([OH:38])=O)=[CH:34][CH:33]=1.O=C1C2(COC3C=C4C(=CC2=3)CCO4)C2C(=CC=CC=2)N1CC1C=C(C=CC=1)C(O)=O. Product: [O:10]=[C:11]1[C:19]2([CH2:23][O:22][C:21]3[CH:24]=[C:25]4[C:29](=[CH:30][C:20]2=3)[CH2:28][CH2:27][O:26]4)[C:18]2[C:13](=[CH:14][CH:15]=[CH:16][CH:17]=2)[N:12]1[CH2:31][C:32]1[CH:40]=[CH:39][C:35]([C:36]([NH2:9])=[O:38])=[CH:34][CH:33]=1. The catalyst class is: 4. (2) Reactant: [CH2:1]([N:8]1[CH:12]=[C:11]([C:13](OCC)=[O:14])[C:10]([O:18][CH2:19][C:20]2[CH:25]=[CH:24][C:23]([O:26][CH2:27][C:28]3[N:29]=[C:30]([C:34]4[O:35][CH:36]=[CH:37][CH:38]=4)[O:31][C:32]=3[CH3:33])=[C:22]([OH:39])[CH:21]=2)=[N:9]1)[C:2]1[CH:7]=[CH:6][CH:5]=[CH:4][CH:3]=1.[H-].[Al+3].[Li+].[H-].[H-].[H-].O.O.O.O.O.O.O.O.O.O.S([O-])([O-])(=O)=O.[Na+].[Na+]. Product: [CH2:1]([N:8]1[CH:12]=[C:11]([CH2:13][OH:14])[C:10]([O:18][CH2:19][C:20]2[CH:25]=[CH:24][C:23]([O:26][CH2:27][C:28]3[N:29]=[C:30]([C:34]4[O:35][CH:36]=[CH:37][CH:38]=4)[O:31][C:32]=3[CH3:33])=[C:22]([OH:39])[CH:21]=2)=[N:9]1)[C:2]1[CH:3]=[CH:4][CH:5]=[CH:6][CH:7]=1. The catalyst class is: 54. (3) Reactant: [F:1][C:2]1[CH:3]=[C:4]([C:9]2[CH:14]=[CH:13][C:12]([C:15]([NH:17][C@@H:18]([C:26]([O:28][CH3:29])=[O:27])[C@H:19]([CH3:25])[O:20][C:21]([CH3:24])([CH3:23])[CH3:22])=[O:16])=[C:11]([N+:30]([O-])=O)[CH:10]=2)[CH:5]=[CH:6][C:7]=1[F:8].[Cl-].[NH4+].[In]. Product: [NH2:30][C:11]1[CH:10]=[C:9]([C:4]2[CH:5]=[CH:6][C:7]([F:8])=[C:2]([F:1])[CH:3]=2)[CH:14]=[CH:13][C:12]=1[C:15]([NH:17][C@@H:18]([C:26]([O:28][CH3:29])=[O:27])[C@H:19]([CH3:25])[O:20][C:21]([CH3:24])([CH3:23])[CH3:22])=[O:16]. The catalyst class is: 815. (4) Reactant: [N:1]([C:4]1[CH:23]=[CH:22][C:7]([CH2:8][C:9]2[C:10]([CH2:20][CH3:21])=[N:11][N:12]3[C:17]([CH3:18])=[CH:16][C:15]([CH3:19])=[N:14][C:13]=23)=[CH:6][CH:5]=1)=[N+:2]=[N-:3].C(OC([N:31]1[CH2:36][CH2:35][C:34]([OH:40])([CH2:37][C:38]#[CH:39])[CH2:33][CH2:32]1)=O)(C)(C)C. Product: [CH2:20]([C:10]1[C:9]([CH2:8][C:7]2[CH:22]=[CH:23][C:4]([N:1]3[CH:39]=[C:38]([CH2:37][C:34]4([OH:40])[CH2:35][CH2:36][NH:31][CH2:32][CH2:33]4)[N:3]=[N:2]3)=[CH:5][CH:6]=2)=[C:13]2[N:14]=[C:15]([CH3:19])[CH:16]=[C:17]([CH3:18])[N:12]2[N:11]=1)[CH3:21]. The catalyst class is: 767. (5) Reactant: Br[C:2]1[S:6][C:5]([O:7][C:8]2[CH:17]=[CH:16][C:15]3[C:10](=[CH:11][C:12]([O:18][CH3:19])=[CH:13][CH:14]=3)[CH:9]=2)=[N:4][CH:3]=1.[CH3:20][CH:21]([NH:24][C:25](=[O:27])[CH3:26])[C:22]#[CH:23].C(N(CC)CC)C. Product: [CH3:19][O:18][C:12]1[CH:11]=[C:10]2[C:15]([CH:16]=[CH:17][C:8]([O:7][C:5]3[S:6][C:2]([C:23]#[C:22][CH:21]([NH:24][C:25](=[O:27])[CH3:26])[CH3:20])=[CH:3][N:4]=3)=[CH:9]2)=[CH:14][CH:13]=1. The catalyst class is: 1. (6) Reactant: [OH:1][C:2]1[CH:11]=[CH:10][C:5]([C:6]([O:8][CH3:9])=[O:7])=[CH:4][CH:3]=1.[H-].[Na+].[Br:14][C:15]1[CH:16]=[N:17][C:18](Cl)=[N:19][CH:20]=1. Product: [CH3:9][O:8][C:6](=[O:7])[C:5]1[CH:4]=[CH:3][C:2]([O:1][C:18]2[N:19]=[CH:20][C:15]([Br:14])=[CH:16][N:17]=2)=[CH:11][CH:10]=1. The catalyst class is: 3.